Predict the reactants needed to synthesize the given product. From a dataset of Full USPTO retrosynthesis dataset with 1.9M reactions from patents (1976-2016). (1) The reactants are: [Br:1][C:2]1[CH:14]=[CH:13][C:12]2[C:11]3[C:6](=[CH:7][CH:8]=[CH:9][CH:10]=3)[CH:5]([CH:15]3C4C(C(Cl)=O)=CC=CC=4C4[C:16]3=[CH:17][CH:18]=[CH:19][CH:20]=4)[C:4]=2[CH:3]=1.[Cl-].[Cl-].[Cl-].[Al+3].S(Cl)(Cl)=O.[C:39](#[N:46])[C:40]1[CH:45]=[CH:44][CH:43]=[CH:42][CH:41]=1.[Cl-].[NH4+:48]. Given the product [Br:1][C:2]1[CH:14]=[CH:13][C:12]2[C:20]3[C:15](=[CH:16][CH:17]=[CH:18][CH:19]=3)[CH:5]([CH:6]3[C:11]4[CH:10]=[C:4]([C:5]5[N:46]=[C:39]([C:40]6[CH:45]=[CH:44][CH:43]=[CH:42][CH:41]=6)[N:46]=[C:39]([C:40]6[CH:45]=[CH:44][CH:43]=[CH:42][CH:41]=6)[N:48]=5)[CH:3]=[CH:2][C:14]=4[C:13]4[C:7]3=[CH:8][CH:9]=[CH:11][CH:12]=4)[C:4]=2[CH:3]=1, predict the reactants needed to synthesize it. (2) Given the product [Cl:1][C:2]1[N:7]=[C:6]([C:8]([C:17]2[CH:18]=[CH:19][C:14]([F:13])=[CH:15][CH:16]=2)=[O:9])[CH:5]=[C:4]([Cl:12])[N:3]=1, predict the reactants needed to synthesize it. The reactants are: [Cl:1][C:2]1[N:7]=[C:6]([C:8](OC)=[O:9])[CH:5]=[C:4]([Cl:12])[N:3]=1.[F:13][C:14]1[CH:19]=[CH:18][C:17]([Mg]Br)=[CH:16][CH:15]=1.O. (3) Given the product [CH2:3]([O:10][C:11]1[CH:18]=[CH:17][C:16]([O:19][C:20]2[C:28]([CH3:29])=[CH:27][C:26]([N+:30]([O-:32])=[O:31])=[C:25]3[C:21]=2[CH2:22][CH2:23][CH2:24]3)=[CH:15][C:12]=1[CH2:13][OH:14])[C:4]1[CH:9]=[CH:8][CH:7]=[CH:6][CH:5]=1, predict the reactants needed to synthesize it. The reactants are: [BH4-].[Na+].[CH2:3]([O:10][C:11]1[CH:18]=[CH:17][C:16]([O:19][C:20]2[C:28]([CH3:29])=[CH:27][C:26]([N+:30]([O-:32])=[O:31])=[C:25]3[C:21]=2[CH2:22][CH2:23][CH2:24]3)=[CH:15][C:12]=1[CH:13]=[O:14])[C:4]1[CH:9]=[CH:8][CH:7]=[CH:6][CH:5]=1.CO.Cl.